Dataset: Reaction yield outcomes from USPTO patents with 853,638 reactions. Task: Predict the reaction yield, written as a fraction of the theoretical maximum amount of product (1.0 means a 100% yield; for example, 0.34 means a 34% yield). (1) The reactants are [CH2:1]([O:3][C:4]([CH:6]1[CH2:11][CH2:10][NH:9][CH2:8][CH2:7]1)=[O:5])[CH3:2].Cl[C:13]1[N:14]=[N:15][C:16]([O:19][CH3:20])=[CH:17][CH:18]=1.C1(C)C=CC=CC=1.CC([O-])(C)C.[Na+]. The catalyst is CCOC(C)=O.O.C1C=CC(P(C2C(C3C(P(C4C=CC=CC=4)C4C=CC=CC=4)=CC=C4C=3C=CC=C4)=C3C(C=CC=C3)=CC=2)C2C=CC=CC=2)=CC=1. The product is [CH2:1]([O:3][C:4]([CH:6]1[CH2:11][CH2:10][N:9]([C:13]2[N:14]=[N:15][C:16]([O:19][CH3:20])=[CH:17][CH:18]=2)[CH2:8][CH2:7]1)=[O:5])[CH3:2]. The yield is 0.340. (2) The reactants are [N:1]1([NH:7][C:8]([C:10]2[C:14]([CH3:15])=[C:13]([C:16]3[CH:21]=[CH:20][C:19]([OH:22])=[CH:18][CH:17]=3)[N:12]([C:23]3[CH:28]=[CH:27][C:26]([Cl:29])=[CH:25][C:24]=3[Cl:30])[N:11]=2)=[O:9])[CH2:6][CH2:5][CH2:4][CH2:3][CH2:2]1.C(=O)([O-])[O-].[K+].[K+].I[CH2:38][CH2:39][CH2:40][C:41]([F:44])([F:43])[F:42]. The catalyst is CC(C)=O. The product is [N:1]1([NH:7][C:8]([C:10]2[C:14]([CH3:15])=[C:13]([C:16]3[CH:17]=[CH:18][C:19]([O:22][CH2:38][CH2:39][CH2:40][C:41]([F:44])([F:43])[F:42])=[CH:20][CH:21]=3)[N:12]([C:23]3[CH:28]=[CH:27][C:26]([Cl:29])=[CH:25][C:24]=3[Cl:30])[N:11]=2)=[O:9])[CH2:6][CH2:5][CH2:4][CH2:3][CH2:2]1. The yield is 0.420. (3) The reactants are C[N:2](C)[CH:3]=[CH:4][C:5]([C:7]1[C:12](=[O:13])[CH:11]=[CH:10][N:9]([C:14]2[CH:21]=[CH:20][C:17]([C:18]#[N:19])=[CH:16][CH:15]=2)[N:8]=1)=O.[C:23]1([NH:29]N)[CH:28]=[CH:27][CH:26]=[CH:25][CH:24]=1. The catalyst is CO. The product is [O:13]=[C:12]1[CH:11]=[CH:10][N:9]([C:14]2[CH:21]=[CH:20][C:17]([C:18]#[N:19])=[CH:16][CH:15]=2)[N:8]=[C:7]1[C:5]1[N:29]([C:23]2[CH:28]=[CH:27][CH:26]=[CH:25][CH:24]=2)[N:2]=[CH:3][CH:4]=1. The yield is 0.0400. (4) The reactants are [Br:1][C:2]1[N:7]=[C:6]([NH2:8])[CH:5]=[CH:4][C:3]=1[O:9][CH3:10].CCN(CC)CC.[F:18][C:19]1([F:34])[O:23][C:22]2[CH:24]=[CH:25][C:26]([C:28]3([C:31](Cl)=[O:32])[CH2:30][CH2:29]3)=[CH:27][C:21]=2[O:20]1. The catalyst is ClCCl. The product is [Br:1][C:2]1[N:7]=[C:6]([NH:8][C:31]([C:28]2([C:26]3[CH:25]=[CH:24][C:22]4[O:23][C:19]([F:34])([F:18])[O:20][C:21]=4[CH:27]=3)[CH2:30][CH2:29]2)=[O:32])[CH:5]=[CH:4][C:3]=1[O:9][CH3:10]. The yield is 0.810. (5) The reactants are Br[C:2]1[N:7]2[CH:8]=[N:9][N:10]=[C:6]2[C:5](=[O:11])[N:4]([CH3:12])[CH:3]=1.[F:13][C:14]1[CH:41]=[C:40]([F:42])[CH:39]=[CH:38][C:15]=1[O:16][C:17]1[CH:22]=[CH:21][C:20]([NH:23][S:24]([CH2:27][CH3:28])(=[O:26])=[O:25])=[CH:19][C:18]=1B1OC(C)(C)C(C)(C)O1.[O-]P([O-])([O-])=O.[K+].[K+].[K+].N#N. The catalyst is O1CCOCC1.O.C1C=CC(P(C2C=CC=CC=2)[C-]2C=CC=C2)=CC=1.C1C=CC(P(C2C=CC=CC=2)[C-]2C=CC=C2)=CC=1.Cl[Pd]Cl.[Fe+2]. The product is [F:13][C:14]1[CH:41]=[C:40]([F:42])[CH:39]=[CH:38][C:15]=1[O:16][C:17]1[CH:18]=[CH:19][C:20]([NH:23][S:24]([CH2:27][CH3:28])(=[O:25])=[O:26])=[CH:21][C:22]=1[C:2]1[N:7]2[CH:8]=[N:9][N:10]=[C:6]2[C:5](=[O:11])[N:4]([CH3:12])[CH:3]=1. The yield is 0.493. (6) The product is [ClH:36].[C:28]1([CH:12]2[O:13][C:14]3([CH2:15][CH2:16][NH:17][CH2:18][CH2:19]3)[CH2:27][NH:10][C:11]2=[O:34])[CH:29]=[CH:30][CH:31]=[CH:32][CH:33]=1. The yield is 1.00. The catalyst is C(#N)C. The reactants are COC1C=CC(C[N:10]2[CH2:27][C:14]3([CH2:19][CH2:18][N:17](C(OC(C)(C)C)=O)[CH2:16][CH2:15]3)[O:13][CH:12]([C:28]3[CH:33]=[CH:32][CH:31]=[CH:30][CH:29]=3)[C:11]2=[O:34])=CC=1.O.[ClH:36]. (7) The reactants are [Br:1][C:2]1[CH:7]=[CH:6][C:5]([N:8]=[C:9]=S)=[CH:4][CH:3]=1.[NH2:11][C:12]1[CH:17]=[CH:16][CH:15]=[C:14]([CH:18]([CH3:20])[CH3:19])[C:13]=1[OH:21].C(N(CC)CC)C. The catalyst is O1CCCC1.S([O-])([O-])(=O)=O.[Cu+2]. The product is [Br:1][C:2]1[CH:7]=[CH:6][C:5]([NH:8][C:9]2[O:21][C:13]3[C:14]([CH:18]([CH3:20])[CH3:19])=[CH:15][CH:16]=[CH:17][C:12]=3[N:11]=2)=[CH:4][CH:3]=1. The yield is 0.910. (8) The reactants are [NH2:1][C:2]1[CH:7]=[CH:6][C:5]([NH:8][C:9]([NH:11][C:12](=[O:23])[C:13]2[CH:18]=[CH:17][C:16]([C:19]([CH3:22])([CH3:21])[CH3:20])=[CH:15][CH:14]=2)=[S:10])=[CH:4][CH:3]=1.[Br:24][CH2:25][CH2:26][CH2:27][C:28](Cl)=[O:29].C(N(CC)CC)C. The catalyst is C(Cl)Cl. The product is [Br:24][CH2:25][CH2:26][CH2:27][C:28]([NH:1][C:2]1[CH:7]=[CH:6][C:5]([NH:8][C:9]([NH:11][C:12](=[O:23])[C:13]2[CH:14]=[CH:15][C:16]([C:19]([CH3:20])([CH3:22])[CH3:21])=[CH:17][CH:18]=2)=[S:10])=[CH:4][CH:3]=1)=[O:29]. The yield is 0.480. (9) The reactants are [F:1][C:2]1[CH:7]=[CH:6][C:5]([N:8]2[CH:12]=[C:11]([N+:13]([O-])=O)[CH:10]=[N:9]2)=[CH:4][CH:3]=1. The catalyst is CCO.[Pd]. The product is [F:1][C:2]1[CH:3]=[CH:4][C:5]([N:8]2[CH:12]=[C:11]([NH2:13])[CH:10]=[N:9]2)=[CH:6][CH:7]=1. The yield is 0.960. (10) The reactants are [CH2:1]([N:8]1[CH2:13][C:12](=O)[NH:11][CH:10]([CH2:15][C:16]2[CH:21]=[CH:20][C:19]([C:22]([F:25])([F:24])[F:23])=[CH:18][CH:17]=2)[C:9]1=O)[C:2]1[CH:7]=[CH:6][CH:5]=[CH:4][CH:3]=1. The yield is 0.920. The product is [CH2:1]([N:8]1[CH2:13][CH2:12][NH:11][C@H:10]([CH2:15][C:16]2[CH:17]=[CH:18][C:19]([C:22]([F:25])([F:24])[F:23])=[CH:20][CH:21]=2)[CH2:9]1)[C:2]1[CH:3]=[CH:4][CH:5]=[CH:6][CH:7]=1. The catalyst is C1COCC1.[H-].[H-].[H-].[H-].[Li+].[Al+3].